From a dataset of Full USPTO retrosynthesis dataset with 1.9M reactions from patents (1976-2016). Predict the reactants needed to synthesize the given product. (1) Given the product [F:16][C:15]([F:18])([F:17])[S:12]([O:1][C:2]1[CH:7]=[CH:6][C:5]([C:8](=[O:10])[CH3:9])=[CH:4][C:3]=1[CH3:11])(=[O:14])=[O:13], predict the reactants needed to synthesize it. The reactants are: [OH:1][C:2]1[CH:7]=[CH:6][C:5]([C:8](=[O:10])[CH3:9])=[CH:4][C:3]=1[CH3:11].[S:12](O[S:12]([C:15]([F:18])([F:17])[F:16])(=[O:14])=[O:13])([C:15]([F:18])([F:17])[F:16])(=[O:14])=[O:13].C(N(CC)CC)C. (2) Given the product [Cl:1][C:2]1[CH:11]=[C:10]([O:12][CH3:13])[C:9]([C:36]2[CH:41]=[CH:40][CH:39]=[CH:38][N:37]=2)=[CH:8][C:3]=1[C:4]([O:6][CH3:7])=[O:5], predict the reactants needed to synthesize it. The reactants are: [Cl:1][C:2]1[CH:11]=[C:10]([O:12][CH3:13])[C:9](B2OC(C)(C)C(C)(C)O2)=[CH:8][C:3]=1[C:4]([O:6][CH3:7])=[O:5].O1CCOCC1.C([O-])([O-])=O.[Na+].[Na+].Br[C:36]1[CH:41]=[CH:40][CH:39]=[CH:38][N:37]=1. (3) The reactants are: [C:1]1([CH3:16])[CH:6]=[CH:5][CH:4]=[CH:3][C:2]=1[C:7]1[C:12]([C:13]([OH:15])=O)=[CH:11][N:10]=[CH:9][CH:8]=1.S(Cl)(Cl)=O.[F:21][C:22]([F:39])([F:38])[C:23]1[CH:24]=[C:25]([CH:31]=[C:32]([C:34]([F:37])([F:36])[F:35])[CH:33]=1)[CH2:26][NH:27][CH:28]1[CH2:30][CH2:29]1. Given the product [F:21][C:22]([F:38])([F:39])[C:23]1[CH:24]=[C:25]([CH:31]=[C:32]([C:34]([F:37])([F:35])[F:36])[CH:33]=1)[CH2:26][N:27]([CH:28]1[CH2:29][CH2:30]1)[C:13](=[O:15])[C:12]1[C:7]([C:2]2[CH:3]=[CH:4][CH:5]=[CH:6][C:1]=2[CH3:16])=[CH:8][CH:9]=[N:10][CH:11]=1, predict the reactants needed to synthesize it.